Dataset: Kir2.1 potassium channel HTS with 301,493 compounds. Task: Binary Classification. Given a drug SMILES string, predict its activity (active/inactive) in a high-throughput screening assay against a specified biological target. (1) The drug is S1\C(C(=O)N(CCC(=O)Nc2cccnc2)C1=S)=C\c1ccc(CC)cc1. The result is 0 (inactive). (2) The compound is Brc1ccc(S(=O)(=O)NNC(=O)Nc2ccc(OC)cc2)cc1. The result is 0 (inactive). (3) The molecule is O1C(CCC1)CNC(=O)CCc1c(c2c(n(c1=O)CC)n(nc2C)c1ccccc1)C. The result is 0 (inactive). (4) The drug is S(CC(=O)N(CC(=O)Nc1c(OC)cccc1)CC)Cc1c(onc1C)C. The result is 0 (inactive). (5) The compound is FC(F)(F)c1c(n2c(nc3c(c2=O)cccc3)C)cccc1. The result is 0 (inactive). (6) The drug is S=c1n(CCN2CCN(CC2)Cc2ccccc2)c(=O)c2c([nH]1)cccc2. The result is 0 (inactive). (7) The molecule is O=C(N1CCCc2c1cccc2)Nc1c(CC)cccc1. The result is 0 (inactive). (8) The result is 0 (inactive). The molecule is S(=O)(=O)(Nc1nc(nc(c1)C)C)c1ccc(NC(=O)COC)cc1. (9) The result is 0 (inactive). The molecule is O=C1/C(=c2\[nH]c(cc(Nc3ccccc3)n2)C)C=CC=C1.